Task: Predict the reaction yield, written as a fraction of the theoretical maximum amount of product (1.0 means a 100% yield; for example, 0.34 means a 34% yield).. Dataset: Reaction yield outcomes from USPTO patents with 853,638 reactions (1) The reactants are C([C:4]1[C:9](=[O:10])[CH:8]=[CH:7][C:6](=[O:11])[C:5]=1[CH:12]([CH3:14])[CH3:13])(C)C.[BH4-].[Na+].[CH3:17][C:18]([CH3:20])=O. The catalyst is ClCCl.CO. The product is [CH:12]([C:5]1[CH:4]=[C:9]([OH:10])[CH:8]=[C:7]([CH:18]([CH3:20])[CH3:17])[C:6]=1[OH:11])([CH3:13])[CH3:14]. The yield is 1.00. (2) The reactants are [C:1]([C:3]1[C:4]([CH:14]2[CH2:17][CH2:16][CH2:15]2)=[CH:5][C:6]([CH3:13])=[C:7]([CH:12]=1)[C:8]([O:10]C)=[O:9])#[N:2].[OH-:18].[Na+]. The catalyst is CS(C)=O. The product is [C:1]([C:3]1[C:4]([CH:14]2[CH2:17][CH2:16][CH2:15]2)=[CH:5][C:6]([CH3:13])=[C:7]([CH:12]=1)[C:8]([OH:10])=[O:9])(=[O:18])[NH2:2]. The yield is 0.960. (3) The reactants are COC1C=C(OC)C=CC=1C[N:6]([C:30]1[CH:35]=[CH:34][N:33]=[CH:32][N:31]=1)[S:7]([C:10]1[CH:15]=[CH:14][C:13]([O:16][C@H:17]2[CH2:21][CH2:20][CH2:19][C@@H:18]2[C:22]2[N:26]([CH3:27])[N:25]=[CH:24][CH:23]=2)=[C:12]([F:28])[C:11]=1[F:29])(=[O:9])=[O:8].C([SiH](CC)CC)C.FC(F)(F)C(O)=O. The catalyst is ClCCl. The product is [F:29][C:11]1[C:12]([F:28])=[C:13]([O:16][C@H:17]2[CH2:21][CH2:20][CH2:19][C@@H:18]2[C:22]2[N:26]([CH3:27])[N:25]=[CH:24][CH:23]=2)[CH:14]=[CH:15][C:10]=1[S:7]([NH:6][C:30]1[CH:35]=[CH:34][N:33]=[CH:32][N:31]=1)(=[O:8])=[O:9]. The yield is 0.410.